From a dataset of Full USPTO retrosynthesis dataset with 1.9M reactions from patents (1976-2016). Predict the reactants needed to synthesize the given product. (1) Given the product [NH2:19][C:16]1[CH:15]=[CH:14][C:13]([S:10]([CH2:8][CH2:9][N:5]2[C:4](=[O:6])[CH2:3][CH2:2][C:1]2=[O:7])(=[O:12])=[O:11])=[CH:18][CH:17]=1, predict the reactants needed to synthesize it. The reactants are: [C:1]1(=[O:7])[NH:5][C:4](=[O:6])[CH2:3][CH2:2]1.[CH:8]([S:10]([C:13]1[CH:18]=[CH:17][C:16]([NH2:19])=[CH:15][CH:14]=1)(=[O:12])=[O:11])=[CH2:9].[OH-].C([N+](CCCC)(CCCC)CCCC)CCC. (2) Given the product [CH3:30][O:31][C:32]([C@@H:33]([NH:34][C:24](=[O:25])[C:23]1[CH:27]=[CH:28][C:20]([N:17]2[CH2:18][CH2:19][C@H:15]([NH:14][C@@H:12]([C:2]3[C:11]4[C:6](=[CH:7][CH:8]=[CH:9][CH:10]=4)[CH:5]=[CH:4][CH:3]=3)[CH3:13])[CH2:16]2)=[CH:21][CH:22]=1)[CH3:35])=[O:36], predict the reactants needed to synthesize it. The reactants are: Cl.[C:2]1([C@H:12]([NH:14][C@H:15]2[CH2:19][CH2:18][N:17]([C:20]3[CH:28]=[CH:27][C:23]([C:24](O)=[O:25])=[CH:22][CH:21]=3)[CH2:16]2)[CH3:13])[C:11]2[C:6](=[CH:7][CH:8]=[CH:9][CH:10]=2)[CH:5]=[CH:4][CH:3]=1.Cl.[CH3:30][O:31][C:32](=[O:36])[C@H:33]([CH3:35])[NH2:34].ON1C2C=CC=CC=2N=N1.C(N(CC)CC)C. (3) Given the product [CH2:17]([O:24][C:25]1[CH:33]=[C:32]2[C:28]([C:29](/[CH:40]=[CH:9]/[C:10]([O:12][CH2:13][CH3:14])=[O:11])=[N:30][N:31]2[CH:34]2[CH2:39][CH2:38][CH2:37][CH2:36][O:35]2)=[CH:27][CH:26]=1)[C:18]1[CH:19]=[CH:20][CH:21]=[CH:22][CH:23]=1, predict the reactants needed to synthesize it. The reactants are: C(OP([CH2:9][C:10]([O:12][CH2:13][CH3:14])=[O:11])(OCC)=O)C.[H-].[Na+].[CH2:17]([O:24][C:25]1[CH:33]=[C:32]2[C:28]([C:29]([CH:40]=O)=[N:30][N:31]2[CH:34]2[CH2:39][CH2:38][CH2:37][CH2:36][O:35]2)=[CH:27][CH:26]=1)[C:18]1[CH:23]=[CH:22][CH:21]=[CH:20][CH:19]=1.O. (4) Given the product [Cl:24][C:25]1[C:26]([C:17]2[CH:16]=[C:15]([NH:7][CH2:8][CH:9]3[CH2:10][CH2:11][O:12][CH2:13][CH2:14]3)[CH:20]=[CH:19][C:18]=2[F:21])=[CH:27][C:28]([NH2:42])=[N:29][CH:30]=1, predict the reactants needed to synthesize it. The reactants are: C(OC(=O)[N:7]([C:15]1[CH:20]=[CH:19][C:18]([F:21])=[C:17](Br)[CH:16]=1)[CH2:8][CH:9]1[CH2:14][CH2:13][O:12][CH2:11][CH2:10]1)(C)(C)C.[Cl:24][C:25]1[C:26](B(O)O)=[CH:27][C:28](F)=[N:29][CH:30]=1.C(=O)([O-])[O-].[Na+].[Na+].C[N:42](C=O)C. (5) Given the product [CH2:18]([N:3]([CH2:1][CH3:2])[C:4]1[CH:5]=[C:6]2[C:10](=[CH:11][CH:12]=1)[NH:9][C:8]([C:13]([OH:15])=[O:14])=[CH:7]2)[CH3:19], predict the reactants needed to synthesize it. The reactants are: [CH2:1]([N:3]([CH2:18][CH3:19])[C:4]1[CH:5]=[C:6]2[C:10](=[CH:11][CH:12]=1)[NH:9][C:8]([C:13]([O:15]CC)=[O:14])=[CH:7]2)[CH3:2].[Li+].[OH-].Cl.